Dataset: Full USPTO retrosynthesis dataset with 1.9M reactions from patents (1976-2016). Task: Predict the reactants needed to synthesize the given product. (1) Given the product [Cl:1][C:2]1[CH:3]=[CH:4][C:5]([N:8]2[CH2:13][CH2:12][N:11]([C@H:14]3[CH2:18][CH2:17][C@@H:16]([C:19]([OH:21])=[O:20])[CH2:15]3)[CH2:10][CH2:9]2)=[CH:6][CH:7]=1, predict the reactants needed to synthesize it. The reactants are: [Cl:1][C:2]1[CH:7]=[CH:6][C:5]([N:8]2[CH2:13][CH2:12][N:11]([C@H:14]3[CH2:18][CH2:17][C@@H:16]([C:19]([O:21]C)=[O:20])[CH2:15]3)[CH2:10][CH2:9]2)=[CH:4][CH:3]=1.O.[OH-].[Li+]. (2) Given the product [F:1][C:2]1[CH:29]=[C:28]([F:30])[CH:27]=[CH:26][C:3]=1[CH2:4][N:5]1[C:9]2=[CH:10][N:11]=[C:12]([C:14]([O:16][CH3:17])=[O:15])[CH:13]=[C:8]2[C:7]([CH2:18][O:49][CH2:34][CH2:33][O:32][CH3:31])=[CH:6]1, predict the reactants needed to synthesize it. The reactants are: [F:1][C:2]1[CH:29]=[C:28]([F:30])[CH:27]=[CH:26][C:3]=1[CH2:4][N:5]1[C:9]2=[CH:10][N:11]=[C:12]([C:14]([O:16][CH3:17])=[O:15])[CH:13]=[C:8]2[C:7]([CH2:18]SC2C=CC=CC=2)=[CH:6]1.[CH3:31][O:32][CH:33](O)[CH3:34].CCN(C(C)C)C(C)C.CN(C=[O:49])C. (3) Given the product [N:19]1([C:21]([O:23][CH2:24][C:25]2[CH:30]=[CH:29][CH:28]=[CH:27][CH:26]=2)=[O:22])[CH2:20][CH:16]=[CH:17][C@H:18]1[C:31]([O:33][CH2:34][CH3:35])=[O:32], predict the reactants needed to synthesize it. The reactants are: N1C=CC=CC=1.OO.C1([Se][C@@H:16]2[CH2:20][N:19]([C:21]([O:23][CH2:24][C:25]3[CH:30]=[CH:29][CH:28]=[CH:27][CH:26]=3)=[O:22])[C@H:18]([C:31]([O:33][CH2:34][CH3:35])=[O:32])[CH2:17]2)C=CC=CC=1. (4) Given the product [C:18]([N:5]1[C:6]2[C:11](=[CH:10][C:9]([N:12]3[CH2:13][CH2:14][O:15][CH2:16][CH2:17]3)=[CH:8][CH:7]=2)[C@H:2]([NH:1][C:25]2[CH:32]=[CH:31][C:28]([C:29]#[N:30])=[CH:27][CH:26]=2)[C@@H:3]([CH3:23])[C@@H:4]1[CH2:21][CH3:22])(=[O:20])[CH3:19], predict the reactants needed to synthesize it. The reactants are: [NH2:1][C@H:2]1[C:11]2[C:6](=[CH:7][CH:8]=[C:9]([N:12]3[CH2:17][CH2:16][O:15][CH2:14][CH2:13]3)[CH:10]=2)[N:5]([C:18](=[O:20])[CH3:19])[C@@H:4]([CH2:21][CH3:22])[C@@H:3]1[CH3:23].Br[C:25]1[CH:32]=[CH:31][C:28]([C:29]#[N:30])=[CH:27][CH:26]=1.CN(C1C(C2C(P(C3CCCCC3)C3CCCCC3)=CC=CC=2)=CC=CC=1)C.CC(C)([O-])C.[Na+]. (5) Given the product [F:16][C:15]([F:18])([F:17])[C:60]([OH:61])=[O:63].[Cl:1][C:2]1[CH:3]=[C:4]([NH:19][C:20]2[C:30]3[CH:29]=[C:28]([C:31]([NH:35][CH:39]4[CH2:40][CH2:41]4)=[O:32])[CH2:27][CH2:26][NH:25][C:24]=3[N:23]=[CH:22][N:21]=2)[CH:5]=[CH:6][C:7]=1[O:8][C:9]1[CH:14]=[CH:13][CH:12]=[C:11]([C:15]([F:18])([F:16])[F:17])[CH:10]=1, predict the reactants needed to synthesize it. The reactants are: [Cl:1][C:2]1[CH:3]=[C:4]([NH:19][C:20]2[C:30]3[CH:29]=[C:28]([C:31](O)=[O:32])[CH2:27][CH2:26][NH:25][C:24]=3[N:23]=[CH:22][N:21]=2)[CH:5]=[CH:6][C:7]=1[O:8][C:9]1[CH:14]=[CH:13][CH:12]=[C:11]([C:15]([F:18])([F:17])[F:16])[CH:10]=1.O[N:35]1[C:39]2[CH:40]=[CH:41][CH:41]=[CH:40][C:39]=2[N:35]=N1.Cl.C(N=C=NCCCN(C)C)C.C1(N)CC1.[C:60](=[O:63])([O-])[OH:61].[Na+].